Dataset: Catalyst prediction with 721,799 reactions and 888 catalyst types from USPTO. Task: Predict which catalyst facilitates the given reaction. (1) Reactant: Cl[C:2]1[N:6]=[C:5]([CH:7]2[CH2:12][CH:11]([C:13]3[CH:18]=[CH:17][C:16]([C:19]([F:22])([F:21])[F:20])=[CH:15][CH:14]=3)[CH2:10][N:9]([C:23]([N:25]3[CH2:30][CH2:29][O:28][CH2:27][CH2:26]3)=[O:24])[CH2:8]2)[O:4][N:3]=1.[CH:31]([NH2:34])([CH3:33])[CH3:32]. Product: [CH:31]([NH:34][C:2]1[N:6]=[C:5]([CH:7]2[CH2:12][CH:11]([C:13]3[CH:18]=[CH:17][C:16]([C:19]([F:22])([F:21])[F:20])=[CH:15][CH:14]=3)[CH2:10][N:9]([C:23]([N:25]3[CH2:30][CH2:29][O:28][CH2:27][CH2:26]3)=[O:24])[CH2:8]2)[O:4][N:3]=1)([CH3:33])[CH3:32]. The catalyst class is: 8. (2) Reactant: [F:1][C:2]1[CH:7]=[C:6]([O:8][C:9]2[CH:10]=[N:11][C:12]([NH:15][S:16]([C:19]3[CH:24]=[CH:23][C:22]([CH3:25])=[CH:21][CH:20]=3)(=[O:18])=[O:17])=[CH:13][CH:14]=2)[CH:5]=[CH:4][C:3]=1[NH:26][C:27](=[O:36])[O:28][CH2:29][C:30]1[CH:35]=[CH:34][CH:33]=[CH:32][CH:31]=1.C(N(CC)C(C)C)(C)C.I[CH2:47][C:48]([NH2:50])=[O:49].O. Product: [NH2:50][C:48](=[O:49])[CH2:47][N:11]1[CH:10]=[C:9]([O:8][C:6]2[CH:5]=[CH:4][C:3]([NH:26][C:27](=[O:36])[O:28][CH2:29][C:30]3[CH:31]=[CH:32][CH:33]=[CH:34][CH:35]=3)=[C:2]([F:1])[CH:7]=2)[CH:14]=[CH:13]/[C:12]/1=[N:15]/[S:16]([C:19]1[CH:24]=[CH:23][C:22]([CH3:25])=[CH:21][CH:20]=1)(=[O:17])=[O:18]. The catalyst class is: 9. (3) Reactant: Cl[C:2]1[CH:7]=[CH:6][C:5]([N+:8]([O-:10])=[O:9])=[CH:4][N:3]=1.O.[NH2:12][NH2:13]. Product: [N+:8]([C:5]1[CH:6]=[CH:7][C:2]([NH:12][NH2:13])=[N:3][CH:4]=1)([O-:10])=[O:9]. The catalyst class is: 8. (4) Reactant: [SH:1][C:2]1[CH:7]=[CH:6][CH:5]=[CH:4][N:3]=1.[CH2:8]([C:10]1[CH:18]=[CH:17][C:13]([C:14](Cl)=[O:15])=[CH:12][CH:11]=1)[CH3:9]. Product: [CH2:8]([C:10]1[CH:18]=[CH:17][C:13]([C:14](=[O:15])[S:1][C:2]2[CH:7]=[CH:6][CH:5]=[CH:4][N:3]=2)=[CH:12][CH:11]=1)[CH3:9]. The catalyst class is: 1. (5) Reactant: [C:1]([O:5][C:6]([N:8]1[CH2:13][CH2:12][CH:11]([C:14]2[NH:15][C:16]([C:22]3[CH:27]=[CH:26][N:25]=[C:24](/[CH:28]=[CH:29]/[C:30]4[CH:35]=[CH:34][CH:33]=[CH:32][CH:31]=4)[CH:23]=3)=[CH:17][C:18]=2[C:19](=O)[NH2:20])[CH2:10][CH2:9]1)=[O:7])([CH3:4])([CH3:3])[CH3:2].N1C=CC=CC=1.FC(F)(F)C(OC(=O)C(F)(F)F)=O. Product: [C:1]([O:5][C:6]([N:8]1[CH2:9][CH2:10][CH:11]([C:14]2[NH:15][C:16]([C:22]3[CH:27]=[CH:26][N:25]=[C:24](/[CH:28]=[CH:29]/[C:30]4[CH:31]=[CH:32][CH:33]=[CH:34][CH:35]=4)[CH:23]=3)=[CH:17][C:18]=2[C:19]#[N:20])[CH2:12][CH2:13]1)=[O:7])([CH3:4])([CH3:2])[CH3:3]. The catalyst class is: 1. (6) Reactant: [Cl:1][C:2]1[CH:3]=[C:4]2[C:8](=[CH:9][CH:10]=1)[N:7]([CH3:11])[C:6]([CH2:12][CH2:13][CH2:14][CH2:15][CH2:16][CH3:17])=[C:5]2[C:18](=[O:28])[CH2:19][CH:20]([CH3:27])[CH2:21][C:22](=[O:26])C(O)=O.[C:29]1([C@H:35]([NH2:37])[CH3:36])[CH:34]=[CH:33][CH:32]=[CH:31][CH:30]=1.C1CCC(N=C=NC2CCCCC2)CC1.C(=O)(O)[O-].[Na+]. Product: [Cl:1][C:2]1[CH:3]=[C:4]2[C:8](=[CH:9][CH:10]=1)[N:7]([CH3:11])[C:6]([CH2:12][CH2:13][CH2:14][CH2:15][CH2:16][CH3:17])=[C:5]2[C:18](=[O:28])[CH2:19][CH:20]([CH3:27])[CH2:21][C:22]([NH:37][CH:35]([C:29]1[CH:34]=[CH:33][CH:32]=[CH:31][CH:30]=1)[CH3:36])=[O:26]. The catalyst class is: 64.